From a dataset of Full USPTO retrosynthesis dataset with 1.9M reactions from patents (1976-2016). Predict the reactants needed to synthesize the given product. (1) Given the product [Si:31]([O:19][CH2:18][CH2:17][C:14]1[CH:15]=[CH:16][C:11]([C:7]2[CH:6]=[C:5]3[C:10](=[CH:9][CH:8]=2)[CH2:1][NH:2][CH2:3][CH2:4]3)=[CH:12][CH:13]=1)([C:27]([CH3:30])([CH3:29])[CH3:28])([CH3:33])[CH3:32], predict the reactants needed to synthesize it. The reactants are: [CH2:1]1[C:10]2[C:5](=[CH:6][C:7]([C:11]3[CH:16]=[CH:15][C:14]([CH2:17][CH2:18][OH:19])=[CH:13][CH:12]=3)=[CH:8][CH:9]=2)[CH2:4][CH2:3][NH:2]1.C(N(CC)CC)C.[C:27]([Si:31](Cl)([CH3:33])[CH3:32])([CH3:30])([CH3:29])[CH3:28]. (2) Given the product [CH:25]([O:24][C:18]1[C:19]([CH3:23])=[CH:20][CH:21]=[CH:22][C:17]=1[CH2:16][NH:15][C:6]1([C:4]([OH:5])=[O:3])[CH2:14][C:13]2[C:8](=[CH:9][CH:10]=[CH:11][CH:12]=2)[CH2:7]1)([CH3:27])[CH3:26], predict the reactants needed to synthesize it. The reactants are: C([O:3][C:4]([C:6]1([NH:15][CH2:16][C:17]2[CH:22]=[CH:21][CH:20]=[C:19]([CH3:23])[C:18]=2[O:24][CH:25]([CH3:27])[CH3:26])[CH2:14][C:13]2[C:8](=[CH:9][CH:10]=[CH:11][CH:12]=2)[CH2:7]1)=[O:5])C.O1CCOCC1.CO. (3) Given the product [C:39]([N:42]1[CH2:47][CH2:46][N:45]([C:16]2[O:17][C:11]3[NH:10][CH2:9][NH:8][CH:7]([CH2:6][C:5]4[CH:4]=[C:3]([C:2]([F:38])([F:37])[F:1])[CH:32]=[C:31]([C:33]([F:36])([F:35])[F:34])[CH:30]=4)[C:12]=3[C:13](=[O:29])[N:14]([C:22]3[CH:27]=[CH:26][CH:25]=[CH:24][C:23]=3[CH3:28])[CH:15]=2)[CH2:44][CH2:43]1)(=[O:41])[CH3:40], predict the reactants needed to synthesize it. The reactants are: [F:1][C:2]([F:38])([F:37])[C:3]1[CH:4]=[C:5]([CH:30]=[C:31]([C:33]([F:36])([F:35])[F:34])[CH:32]=1)[CH2:6][CH:7]1[C:12]2[C:13](=[O:29])[N:14]([C:22]3[CH:27]=[CH:26][CH:25]=[CH:24][C:23]=3[CH3:28])[CH:15]=[C:16](S(C)(=O)=O)[O:17][C:11]=2[NH:10][CH2:9][NH:8]1.[C:39]([N:42]1[CH2:47][CH2:46][NH:45][CH2:44][CH2:43]1)(=[O:41])[CH3:40]. (4) The reactants are: [CH:1]12[CH2:10][CH:5]3[CH2:6][CH:7]([CH2:9][CH:3]([CH2:4]3)[C:2]1=O)[CH2:8]2.[NH:12]1[CH2:17][CH2:16][CH:15]([OH:18])[CH2:14][CH2:13]1. Given the product [CH:1]12[CH2:10][CH:5]3[CH2:6][CH:7]([CH2:9][CH:3]([CH2:4]3)[CH:2]1[N:12]1[CH2:17][CH2:16][CH:15]([OH:18])[CH2:14][CH2:13]1)[CH2:8]2, predict the reactants needed to synthesize it. (5) The reactants are: [OH:1][C:2]1[C:7](I)=[C:6]([OH:9])[CH:5]=[CH:4][C:3]=1[C:10](=[O:12])[CH3:11].[C:13]1(B(O)O)[CH:18]=[CH:17][CH:16]=[CH:15][CH:14]=1.O.[OH-].[Cs+]. Given the product [OH:1][C:2]1[C:3]([C:10](=[O:12])[CH3:11])=[CH:4][CH:5]=[C:6]([OH:9])[C:7]=1[C:13]1[CH:18]=[CH:17][CH:16]=[CH:15][CH:14]=1, predict the reactants needed to synthesize it. (6) The reactants are: Br[C:2]1[CH:3]=[C:4]([CH:6]=[CH:7][CH:8]=1)[NH2:5].[F:9][C:10]1[CH:15]=[C:14]([F:16])[CH:13]=[CH:12][C:11]=1B(O)O.C([O-])([O-])=O.[Na+].[Na+]. Given the product [F:9][C:10]1[CH:15]=[C:14]([F:16])[CH:13]=[CH:12][C:11]=1[C:2]1[CH:8]=[CH:7][CH:6]=[C:4]([NH2:5])[CH:3]=1, predict the reactants needed to synthesize it.